This data is from Peptide-MHC class II binding affinity with 134,281 pairs from IEDB. The task is: Regression. Given a peptide amino acid sequence and an MHC pseudo amino acid sequence, predict their binding affinity value. This is MHC class II binding data. (1) The peptide sequence is AANKQKQELDEISTN. The MHC is HLA-DPA10301-DPB10402 with pseudo-sequence HLA-DPA10301-DPB10402. The binding affinity (normalized) is 0. (2) The peptide sequence is SVRFSWLSLLVPFVQWF. The MHC is DRB1_1101 with pseudo-sequence DRB1_1101. The binding affinity (normalized) is 0.563. (3) The peptide sequence is ADLGYGPATPAAPAA. The MHC is DRB1_1302 with pseudo-sequence DRB1_1302. The binding affinity (normalized) is 0.243. (4) The peptide sequence is AFKVAANAANAAPAN. The MHC is DRB1_0401 with pseudo-sequence DRB1_0401. The binding affinity (normalized) is 0.989. (5) The peptide sequence is EGGVWTFDSEEPLQGPFNFR. The MHC is DRB1_1101 with pseudo-sequence DRB1_1101. The binding affinity (normalized) is 0. (6) The peptide sequence is DPVKLVKMWEDEVKD. The MHC is DRB1_0901 with pseudo-sequence DRB1_0901. The binding affinity (normalized) is 0.148. (7) The peptide sequence is NYNCKILPNTLVLDF. The MHC is HLA-DQA10201-DQB10202 with pseudo-sequence HLA-DQA10201-DQB10202. The binding affinity (normalized) is 0.190.